Dataset: Full USPTO retrosynthesis dataset with 1.9M reactions from patents (1976-2016). Task: Predict the reactants needed to synthesize the given product. Given the product [Br:1][C:2]1[CH:7]=[CH:6][C:5]([CH:8]2[CH2:10][CH:9]2[CH2:11][C:12]2[N:18]([CH2:19][CH3:20])[C:16](=[O:17])[NH:15][N:14]=2)=[CH:4][CH:3]=1, predict the reactants needed to synthesize it. The reactants are: [Br:1][C:2]1[CH:7]=[CH:6][C:5]([CH:8]2[CH2:10][CH:9]2[CH2:11][C:12]([NH:14][NH:15][C:16]([NH:18][CH2:19][CH3:20])=[O:17])=O)=[CH:4][CH:3]=1.[OH-].[K+].